From a dataset of Human liver microsome stability data. Regression/Classification. Given a drug SMILES string, predict its absorption, distribution, metabolism, or excretion properties. Task type varies by dataset: regression for continuous measurements (e.g., permeability, clearance, half-life) or binary classification for categorical outcomes (e.g., BBB penetration, CYP inhibition). Dataset: hlm. (1) The compound is COCCOc1cc2ncnc(N3CCN(C(=O)Nc4ccc(Oc5ccc(C(C)(C)C)cc5)cc4)CC3)c2cc1OCCOC. The result is 1 (stable in human liver microsomes). (2) The result is 1 (stable in human liver microsomes). The drug is Nc1ncnc2c1c(Oc1cc(Cl)ccn1)nn2C1CCC1.